Regression. Given two drug SMILES strings and cell line genomic features, predict the synergy score measuring deviation from expected non-interaction effect. From a dataset of NCI-60 drug combinations with 297,098 pairs across 59 cell lines. (1) Drug 1: COC1=C(C=C2C(=C1)N=CN=C2NC3=CC(=C(C=C3)F)Cl)OCCCN4CCOCC4. Drug 2: C1=CC=C(C=C1)NC(=O)CCCCCCC(=O)NO. Cell line: HCT-15. Synergy scores: CSS=36.4, Synergy_ZIP=3.40, Synergy_Bliss=4.15, Synergy_Loewe=4.54, Synergy_HSA=5.50. (2) Drug 1: COC1=NC(=NC2=C1N=CN2C3C(C(C(O3)CO)O)O)N. Drug 2: C(CC(=O)O)C(=O)CN.Cl. Cell line: SNB-75. Synergy scores: CSS=1.90, Synergy_ZIP=0.0720, Synergy_Bliss=3.36, Synergy_Loewe=-0.821, Synergy_HSA=-0.724.